This data is from Forward reaction prediction with 1.9M reactions from USPTO patents (1976-2016). The task is: Predict the product of the given reaction. (1) Given the reactants [F:1][C:2]1[CH:7]=[CH:6][C:5]([O:8][C:9](=[O:25])[N:10]([C@@H:12]2[C@@H:16]([C:17]3[CH:22]=[CH:21][C:20]([Cl:23])=[C:19]([Cl:24])[CH:18]=3)[CH2:15][NH:14][CH2:13]2)[CH3:11])=[CH:4][CH:3]=1.[C:26]([O:30][C:31]([N:33]1[CH2:38][CH2:37][CH:36]([C:39](O)=[O:40])[CH2:35][CH2:34]1)=[O:32])([CH3:29])([CH3:28])[CH3:27], predict the reaction product. The product is: [C:26]([O:30][C:31]([N:33]1[CH2:38][CH2:37][CH:36]([C:39]([N:14]2[CH2:13][C@H:12]([N:10]([C:9]([O:8][C:5]3[CH:6]=[CH:7][C:2]([F:1])=[CH:3][CH:4]=3)=[O:25])[CH3:11])[C@@H:16]([C:17]3[CH:22]=[CH:21][C:20]([Cl:23])=[C:19]([Cl:24])[CH:18]=3)[CH2:15]2)=[O:40])[CH2:35][CH2:34]1)=[O:32])([CH3:29])([CH3:28])[CH3:27]. (2) Given the reactants Br[C:2]1[CH:11]=[CH:10][C:5]([C:6]([O:8][CH3:9])=[O:7])=[C:4]([O:12][CH:13]2[CH2:18][CH2:17][N:16]([C:19]([O:21][C:22]([CH3:25])([CH3:24])[CH3:23])=[O:20])[CH2:15][CH2:14]2)[CH:3]=1.[Cl:26][C:27]1[CH:32]=[CH:31][C:30](B(O)O)=[CH:29][CH:28]=1.P([O-])([O-])([O-])=O.[K+].[K+].[K+].O, predict the reaction product. The product is: [C:22]([O:21][C:19]([N:16]1[CH2:17][CH2:18][CH:13]([O:12][C:4]2[CH:3]=[C:2]([C:30]3[CH:31]=[CH:32][C:27]([Cl:26])=[CH:28][CH:29]=3)[CH:11]=[CH:10][C:5]=2[C:6]([O:8][CH3:9])=[O:7])[CH2:14][CH2:15]1)=[O:20])([CH3:25])([CH3:24])[CH3:23]. (3) Given the reactants Br[C:2]1[N:7]=[CH:6][C:5]([C:8]([N:10]2[CH2:15][CH2:14][N:13]([C:16]3[CH:21]=[CH:20][C:19]([CH:22]4[CH2:24][CH2:23]4)=[CH:18][C:17]=3[CH:25]3[CH2:27][CH2:26]3)[CH2:12][CH2:11]2)=[O:9])=[CH:4][CH:3]=1.[O:28]1[CH2:32][CH2:31][NH:30][C:29]1=[O:33], predict the reaction product. The product is: [CH:25]1([C:17]2[CH:18]=[C:19]([CH:22]3[CH2:24][CH2:23]3)[CH:20]=[CH:21][C:16]=2[N:13]2[CH2:14][CH2:15][N:10]([C:8]([C:5]3[CH:4]=[CH:3][C:2]([N:30]4[CH2:31][CH2:32][O:28][C:29]4=[O:33])=[N:7][CH:6]=3)=[O:9])[CH2:11][CH2:12]2)[CH2:27][CH2:26]1.